From a dataset of Catalyst prediction with 721,799 reactions and 888 catalyst types from USPTO. Predict which catalyst facilitates the given reaction. (1) Reactant: CC(C)([O-])C.[K+].[F:7][C:8]1[CH:13]=[CH:12][CH:11]=[CH:10][C:9]=1[OH:14].[C:15]1(=O)[O:18][CH2:17][CH2:16]1.Cl. Product: [F:7][C:8]1[CH:13]=[CH:12][CH:11]=[C:10]2[C:9]=1[O:14][CH2:15][CH2:16][C:17]2=[O:18]. The catalyst class is: 7. (2) Reactant: [Cl:1][C:2]1[N:3]=[C:4](Cl)[C:5]2[CH2:10][S:9](=[O:12])(=[O:11])[CH:8]([CH3:13])[C:6]=2[N:7]=1.C(N(CC)CC)C.[CH3:22][C@H:23]1[CH2:28][O:27][CH2:26][CH2:25][NH:24]1. Product: [Cl:1][C:2]1[N:3]=[C:4]([N:24]2[CH2:25][CH2:26][O:27][CH2:28][C@@H:23]2[CH3:22])[C:5]2[CH2:10][S:9](=[O:12])(=[O:11])[CH:8]([CH3:13])[C:6]=2[N:7]=1. The catalyst class is: 3. (3) Reactant: [Cl:1][C:2]1[N:11]=[CH:10][CH:9]=[C:8]2[C:3]=1[CH:4]=[C:5]([C:26]1[CH:31]=[CH:30][CH:29]=[CH:28][CH:27]=1)[C:6]([C:12]1[CH:17]=[CH:16][C:15](/[CH:18]=[N:19]/[S:20]([C:22]([CH3:25])([CH3:24])[CH3:23])=[O:21])=[CH:14][CH:13]=1)=[N:7]2.[CH3:32][Mg]Br. Product: [Cl:1][C:2]1[N:11]=[CH:10][CH:9]=[C:8]2[C:3]=1[CH:4]=[C:5]([C:26]1[CH:27]=[CH:28][CH:29]=[CH:30][CH:31]=1)[C:6]([C:12]1[CH:17]=[CH:16][C:15]([C@H:18]([NH:19][S:20]([C:22]([CH3:25])([CH3:24])[CH3:23])=[O:21])[CH3:32])=[CH:14][CH:13]=1)=[N:7]2. The catalyst class is: 2.